Task: Regression. Given two drug SMILES strings and cell line genomic features, predict the synergy score measuring deviation from expected non-interaction effect.. Dataset: NCI-60 drug combinations with 297,098 pairs across 59 cell lines Drug 1: CCCCC(=O)OCC(=O)C1(CC(C2=C(C1)C(=C3C(=C2O)C(=O)C4=C(C3=O)C=CC=C4OC)O)OC5CC(C(C(O5)C)O)NC(=O)C(F)(F)F)O. Drug 2: CC(C)(C#N)C1=CC(=CC(=C1)CN2C=NC=N2)C(C)(C)C#N. Synergy scores: CSS=56.8, Synergy_ZIP=-0.479, Synergy_Bliss=-0.0882, Synergy_Loewe=1.10, Synergy_HSA=1.60. Cell line: RPMI-8226.